Dataset: Reaction yield outcomes from USPTO patents with 853,638 reactions. Task: Predict the reaction yield, written as a fraction of the theoretical maximum amount of product (1.0 means a 100% yield; for example, 0.34 means a 34% yield). (1) The reactants are [N+:1]([O:4][CH2:5][CH2:6][CH2:7][O:8][C:9]1[CH:19]=[CH:18][C:12]([C:13]([O:15][CH2:16]Cl)=[O:14])=[CH:11][CH:10]=1)([O-:3])=[O:2].[C:20]([O:23][C:24]1[CH:32]=[CH:31][CH:30]=[CH:29][C:25]=1[C:26]([OH:28])=[O:27])(=[O:22])[CH3:21].CCN(CC)CC. The catalyst is CN(C=O)C.O. The product is [C:20]([O:23][C:24]1[CH:32]=[CH:31][CH:30]=[CH:29][C:25]=1[C:26]([O:28][CH2:16][O:15][C:13](=[O:14])[C:12]1[CH:18]=[CH:19][C:9]([O:8][CH2:7][CH2:6][CH2:5][O:4][N+:1]([O-:3])=[O:2])=[CH:10][CH:11]=1)=[O:27])(=[O:22])[CH3:21]. The yield is 0.530. (2) The reactants are [N+:1]([C:4]1[CH:9]=[CH:8][C:7]([N:10]2[CH2:15][CH2:14][NH:13][CH2:12][CH2:11]2)=[CH:6][CH:5]=1)([O-:3])=[O:2].[CH3:16][O:17][C:18](=[O:23])[CH2:19][CH2:20][CH2:21]Br. No catalyst specified. The product is [CH3:16][O:17][C:18](=[O:23])[CH2:19][CH2:20][CH2:21][N:13]1[CH2:14][CH2:15][N:10]([C:7]2[CH:6]=[CH:5][C:4]([N+:1]([O-:3])=[O:2])=[CH:9][CH:8]=2)[CH2:11][CH2:12]1. The yield is 0.526. (3) The catalyst is ClCCl. The product is [CH2:1]([O:4][C:7]1[N:12]=[C:11]([N:13]([CH2:16][C:17]2[S:21][C:20]([Cl:22])=[N:19][CH:18]=2)[CH2:14][CH3:15])[C:10]([N+:23]([O-:25])=[O:24])=[CH:9][CH:8]=1)[C:2]#[CH:3]. The yield is 0.238. The reactants are [CH2:1]([OH:4])[C:2]#[CH:3].[Na].Cl[C:7]1[N:12]=[C:11]([N:13]([CH2:16][C:17]2[S:21][C:20]([Cl:22])=[N:19][CH:18]=2)[CH2:14][CH3:15])[C:10]([N+:23]([O-:25])=[O:24])=[CH:9][CH:8]=1. (4) The reactants are [F:1][C:2]1[CH:7]=[CH:6][C:5]([OH:8])=[C:4]([CH3:9])[C:3]=1[NH:10][CH2:11][C:12]1[CH:17]=[C:16]([O:18][CH3:19])[CH:15]=[C:14]([C:20]2[CH:25]=[CH:24][CH:23]=[C:22]([F:26])[CH:21]=2)[CH:13]=1.C([O-])([O-])=O.[Cs+].[Cs+].Br[CH2:34][C:35]([O:37][CH:38]([CH3:40])[CH3:39])=[O:36].O. The catalyst is CN(C=O)C. The product is [F:1][C:2]1[CH:7]=[CH:6][C:5]([O:8][CH2:34][C:35]([O:37][CH:38]([CH3:40])[CH3:39])=[O:36])=[C:4]([CH3:9])[C:3]=1[NH:10][CH2:11][C:12]1[CH:17]=[C:16]([O:18][CH3:19])[CH:15]=[C:14]([C:20]2[CH:25]=[CH:24][CH:23]=[C:22]([F:26])[CH:21]=2)[CH:13]=1. The yield is 0.800. (5) The reactants are Cl[C:2]1[N:7]=[C:6]([CH3:8])[C:5]([CH:9]([CH2:14][CH2:15][CH3:16])[C:10]([O:12][CH3:13])=[O:11])=[C:4]([C:17]2[CH:22]=[CH:21][C:20]([CH3:23])=[CH:19][CH:18]=2)[N:3]=1.[C:24]1([CH3:33])[CH:29]=[CH:28][C:27](B(O)O)=[CH:26][CH:25]=1.C(N(CC)C(C)C)(C)C. The catalyst is COCCOC.O.C1C=CC([P]([Pd]([P](C2C=CC=CC=2)(C2C=CC=CC=2)C2C=CC=CC=2)([P](C2C=CC=CC=2)(C2C=CC=CC=2)C2C=CC=CC=2)[P](C2C=CC=CC=2)(C2C=CC=CC=2)C2C=CC=CC=2)(C2C=CC=CC=2)C2C=CC=CC=2)=CC=1. The product is [CH3:8][C:6]1[C:5]([CH:9]([CH2:14][CH2:15][CH3:16])[C:10]([O:12][CH3:13])=[O:11])=[C:4]([C:17]2[CH:22]=[CH:21][C:20]([CH3:23])=[CH:19][CH:18]=2)[N:3]=[C:2]([C:27]2[CH:28]=[CH:29][C:24]([CH3:33])=[CH:25][CH:26]=2)[N:7]=1. The yield is 0.740. (6) The reactants are [C:1]([C:3]1[CH:8]=[CH:7][C:6]([CH:9]2[CH2:14][CH2:13][N:12]([C:15]([O:17][C:18]([CH3:21])([CH3:20])[CH3:19])=[O:16])[CH2:11][CH2:10]2)=[CH:5][CH:4]=1)#[N:2].C(OCC)(=[O:24])C. The catalyst is O. The product is [C:1]([C:3]1[CH:4]=[CH:5][C:6]([CH:9]2[CH2:10][CH2:11][N:12]([C:15]([O:17][C:18]([CH3:21])([CH3:20])[CH3:19])=[O:16])[C:13](=[O:24])[CH2:14]2)=[CH:7][CH:8]=1)#[N:2]. The yield is 0.800. (7) The reactants are C[O:2][C:3]([C:5]1([C:18]2[CH:23]=[CH:22][C:21]([Cl:24])=[CH:20][CH:19]=2)[CH2:10][CH2:9][N:8]([C:11]([O:13][C:14]([CH3:17])([CH3:16])[CH3:15])=[O:12])[CH2:7][CH2:6]1)=O.[H-].[Al+3].[Li+].[H-].[H-].[H-].O. The catalyst is CCOCC. The product is [C:14]([O:13][C:11]([N:8]1[CH2:7][CH2:6][C:5]([C:18]2[CH:23]=[CH:22][C:21]([Cl:24])=[CH:20][CH:19]=2)([CH2:3][OH:2])[CH2:10][CH2:9]1)=[O:12])([CH3:17])([CH3:15])[CH3:16]. The yield is 0.460. (8) The reactants are [C:1]([CH:8]([NH2:28])[CH2:9][N:10]([C:17](=[O:27])[CH2:18][C:19]1[C:20](=[O:26])[NH:21][C:22](=[O:25])[NH:23][CH:24]=1)[CH2:11][C:12]([O:14]CC)=[O:13])([O:3][C:4]([CH3:7])([CH3:6])[CH3:5])=[O:2].Cl. The catalyst is [OH-].[Na+]. The product is [C:1]([CH:8]([NH2:28])[CH2:9][N:10]([C:17](=[O:27])[CH2:18][C:19]1[C:20](=[O:26])[NH:21][C:22](=[O:25])[NH:23][CH:24]=1)[CH2:11][C:12]([OH:14])=[O:13])([O:3][C:4]([CH3:6])([CH3:7])[CH3:5])=[O:2]. The yield is 1.00.